Dataset: Reaction yield outcomes from USPTO patents with 853,638 reactions. Task: Predict the reaction yield, written as a fraction of the theoretical maximum amount of product (1.0 means a 100% yield; for example, 0.34 means a 34% yield). (1) The reactants are [CH3:1][O:2][CH2:3][CH2:4][O:5][C:6]1[CH:7]=[C:8]2[C:12](=[C:13]([NH:15][S:16]([C:19]3[CH:24]=[CH:23][CH:22]=[CH:21][N:20]=3)(=[O:18])=[O:17])[CH:14]=1)[NH:11][C:10]([C:25](O)=[O:26])=[CH:9]2.[CH2:28]([S:35][CH:36]([CH:39]([O:42][CH3:43])[O:40][CH3:41])[CH2:37][NH2:38])[C:29]1[CH:34]=[CH:33][CH:32]=[CH:31][CH:30]=1.N1(O)C2C=CC=CC=2N=N1.Cl.CN(C)CCCN=C=NCC. The catalyst is O.CN(C)C=O. The product is [CH2:28]([S:35][CH:36]([CH:39]([O:40][CH3:41])[O:42][CH3:43])[CH2:37][NH:38][C:25]([C:10]1[NH:11][C:12]2[C:8]([CH:9]=1)=[CH:7][C:6]([O:5][CH2:4][CH2:3][O:2][CH3:1])=[CH:14][C:13]=2[NH:15][S:16]([C:19]1[CH:24]=[CH:23][CH:22]=[CH:21][N:20]=1)(=[O:18])=[O:17])=[O:26])[C:29]1[CH:34]=[CH:33][CH:32]=[CH:31][CH:30]=1. The yield is 0.910. (2) The reactants are [F:1][C:2]1[CH:7]=[CH:6][C:5]([C:8]2[O:9][C:10]3[CH:20]=[C:19]([N:21]([CH3:26])[S:22]([CH3:25])(=[O:24])=[O:23])[C:18](B4OC(C)(C)C(C)(C)O4)=[CH:17][C:11]=3[C:12]=2[C:13]([NH:15][CH3:16])=[O:14])=[CH:4][CH:3]=1.Br[C:37]1[S:41][C:40]([C:42]2[O:43][C:44]3[CH:50]=[CH:49][CH:48]=[C:47]([F:51])[C:45]=3[N:46]=2)=[CH:39][CH:38]=1.[O-]P([O-])([O-])=O.[K+].[K+].[K+]. The catalyst is CN(C=O)C.C1C=CC(P(C2C=CC=CC=2)[C-]2C=CC=C2)=CC=1.C1C=CC(P(C2C=CC=CC=2)[C-]2C=CC=C2)=CC=1.Cl[Pd]Cl.[Fe+2]. The product is [F:51][C:47]1[C:45]2[N:46]=[C:42]([C:40]3[S:41][C:37]([C:18]4[C:19]([N:21]([CH3:26])[S:22]([CH3:25])(=[O:24])=[O:23])=[CH:20][C:10]5[O:9][C:8]([C:5]6[CH:6]=[CH:7][C:2]([F:1])=[CH:3][CH:4]=6)=[C:12]([C:13]([NH:15][CH3:16])=[O:14])[C:11]=5[CH:17]=4)=[CH:38][CH:39]=3)[O:43][C:44]=2[CH:50]=[CH:49][CH:48]=1. The yield is 0.576. (3) The reactants are [C:1]([O:5][C:6](=[O:32])[NH:7][CH2:8][CH2:9][CH2:10][CH2:11][C:12]1[CH:17]=[CH:16][C:15]([O:18][CH2:19][CH2:20][NH:21]C(OCC2C=CC=CC=2)=O)=[CH:14][CH:13]=1)([CH3:4])([CH3:3])[CH3:2].[H][H].C(Cl)Cl.C1COCC1. The yield is 0.740. The product is [C:1]([O:5][C:6](=[O:32])[NH:7][CH2:8][CH2:9][CH2:10][CH2:11][C:12]1[CH:13]=[CH:14][C:15]([O:18][CH2:19][CH2:20][NH2:21])=[CH:16][CH:17]=1)([CH3:4])([CH3:2])[CH3:3]. The catalyst is C(O)C.[Pd]. (4) The reactants are [OH:1][C:2]([CH3:33])([CH3:32])[C@H:3]([NH:5][C:6]([C:8]1[C:16]2[C:11](=[N:12][CH:13]=[C:14]([C:17]3[CH:18]=[N:19][N:20]([CH2:22][CH3:23])[CH:21]=3)[N:15]=2)[N:10](COCC[Si](C)(C)C)[CH:9]=1)=[O:7])[CH3:4].C(O)(C(F)(F)F)=O.C(N)CN. The catalyst is C(Cl)Cl. The product is [OH:1][C:2]([CH3:32])([CH3:33])[C@H:3]([NH:5][C:6]([C:8]1[C:16]2[C:11](=[N:12][CH:13]=[C:14]([C:17]3[CH:18]=[N:19][N:20]([CH2:22][CH3:23])[CH:21]=3)[N:15]=2)[NH:10][CH:9]=1)=[O:7])[CH3:4]. The yield is 0.740.